This data is from Catalyst prediction with 721,799 reactions and 888 catalyst types from USPTO. The task is: Predict which catalyst facilitates the given reaction. (1) Reactant: [CH:1]12[O:8][CH:5]([CH2:6][CH2:7]1)[CH2:4][N:3]([C:9]1[N:14]=[C:13]([C:15]3[CH:21]=[CH:20][C:18]([NH2:19])=[CH:17][CH:16]=3)[N:12]=[C:11]3[N:22]([CH:25]4[CH2:34][CH2:33][C:28]5([O:32][CH2:31][CH2:30][O:29]5)[CH2:27][CH2:26]4)[N:23]=[CH:24][C:10]=13)[CH2:2]2.C(N(CC)CC)C.Cl[C:43]([O:45][CH2:46][CH2:47][F:48])=[O:44]. Product: [F:48][CH2:47][CH2:46][O:45][C:43](=[O:44])[NH:19][C:18]1[CH:20]=[CH:21][C:15]([C:13]2[N:12]=[C:11]3[N:22]([CH:25]4[CH2:34][CH2:33][C:28]5([O:29][CH2:30][CH2:31][O:32]5)[CH2:27][CH2:26]4)[N:23]=[CH:24][C:10]3=[C:9]([N:3]3[CH2:4][CH:5]4[O:8][CH:1]([CH2:7][CH2:6]4)[CH2:2]3)[N:14]=2)=[CH:16][CH:17]=1. The catalyst class is: 4. (2) Reactant: O[CH:2]1[CH2:7][CH2:6][CH2:5][CH:4]([O:8][CH3:9])[CH:3]1[O:10][Si:11]([C:14]([CH3:17])([CH3:16])[CH3:15])([CH3:13])[CH3:12].C1(P(C2C=CC=CC=2)C2C=CC=CC=2)C=CC=CC=1.CC(OC(/N=N/C(OC(C)C)=O)=O)C.C1(P([N:65]=[N+:66]=[N-:67])(C2C=CC=CC=2)=O)C=CC=CC=1. Product: [N:65]([CH:2]1[CH2:7][CH2:6][CH2:5][CH:4]([O:8][CH3:9])[CH:3]1[O:10][Si:11]([C:14]([CH3:17])([CH3:16])[CH3:15])([CH3:13])[CH3:12])=[N+:66]=[N-:67]. The catalyst class is: 1.